The task is: Regression. Given two drug SMILES strings and cell line genomic features, predict the synergy score measuring deviation from expected non-interaction effect.. This data is from NCI-60 drug combinations with 297,098 pairs across 59 cell lines. Drug 1: CCCCCOC(=O)NC1=NC(=O)N(C=C1F)C2C(C(C(O2)C)O)O. Drug 2: COCCOC1=C(C=C2C(=C1)C(=NC=N2)NC3=CC=CC(=C3)C#C)OCCOC.Cl. Cell line: LOX IMVI. Synergy scores: CSS=-12.2, Synergy_ZIP=2.95, Synergy_Bliss=-3.60, Synergy_Loewe=-7.29, Synergy_HSA=-8.19.